This data is from Reaction yield outcomes from USPTO patents with 853,638 reactions. The task is: Predict the reaction yield, written as a fraction of the theoretical maximum amount of product (1.0 means a 100% yield; for example, 0.34 means a 34% yield). (1) The reactants are [Cl:1][C:2]1[CH:3]=[CH:4][C:5]([NH:8][C:9]([C:11]2[CH:16]=[CH:15][CH:14]=[CH:13][C:12]=2[NH:17][C:18]([C:20]2[CH:25]=[CH:24][C:23]([C:26]3[CH:31]=[CH:30][CH:29]=[CH:28][C:27]=3[C:32]#[N:33])=[CH:22][CH:21]=2)=[O:19])=[O:10])=[N:6][CH:7]=1.[BH4-].[Na+]. The catalyst is CN(C=O)C.[Co](Cl)Cl. The product is [NH2:33][CH2:32][C:27]1[CH:28]=[CH:29][CH:30]=[CH:31][C:26]=1[C:23]1[CH:22]=[CH:21][C:20]([C:18]([NH:17][C:12]2[CH:13]=[CH:14][CH:15]=[CH:16][C:11]=2[C:9](=[O:10])[NH:8][C:5]2[CH:4]=[CH:3][C:2]([Cl:1])=[CH:7][N:6]=2)=[O:19])=[CH:25][CH:24]=1. The yield is 0.430. (2) The reactants are C(OC([N:8]1[CH2:13][CH2:12][CH:11]([CH2:14][O:15][C:16]2[CH:25]=[C:24]3[C:19]([C:20](=[O:34])[N:21]([CH2:26][O:27][C:28](=[O:33])[C:29]([CH3:32])([CH3:31])[CH3:30])[CH:22]=[N:23]3)=[CH:18][C:17]=2[O:35][CH3:36])[CH2:10][CH2:9]1)=O)(C)(C)C.C(O)(C(F)(F)F)=O. The catalyst is C(Cl)Cl. The product is [CH3:36][O:35][C:17]1[CH:18]=[C:19]2[C:24](=[CH:25][C:16]=1[O:15][CH2:14][CH:11]1[CH2:10][CH2:9][NH:8][CH2:13][CH2:12]1)[N:23]=[CH:22][N:21]([CH2:26][O:27][C:28](=[O:33])[C:29]([CH3:30])([CH3:31])[CH3:32])[C:20]2=[O:34]. The yield is 0.920. (3) The reactants are C([O:3][C:4](=[O:17])[C:5]([CH3:16])([S:7]([CH:10]1[CH2:15][CH2:14][O:13][CH2:12][CH2:11]1)(=[O:9])=[O:8])[CH3:6])C.[OH-].[Na+]. The catalyst is O1CCOCC1.O. The product is [CH3:16][C:5]([S:7]([CH:10]1[CH2:11][CH2:12][O:13][CH2:14][CH2:15]1)(=[O:8])=[O:9])([CH3:6])[C:4]([OH:17])=[O:3]. The yield is 0.830. (4) The reactants are [NH2:1][C@H:2]1[CH2:7][CH2:6][C@H:5]([NH:8][C:9]2[N:18]=[CH:17][C:16]3[C:11](=[CH:12][C:13]([C:19]([NH:21][CH2:22][C:23]4[CH:28]=[CH:27][CH:26]=[CH:25][CH:24]=4)=[O:20])=[CH:14][CH:15]=3)[N:10]=2)[CH2:4][CH2:3]1.[C:29](Cl)(=[O:31])[CH3:30].C(N(CC)CC)C.ClC(Cl)C.C(COC)OC. No catalyst specified. The product is [C:29]([NH:1][C@H:2]1[CH2:3][CH2:4][C@H:5]([NH:8][C:9]2[N:18]=[CH:17][C:16]3[C:11](=[CH:12][C:13]([C:19]([NH:21][CH2:22][C:23]4[CH:24]=[CH:25][CH:26]=[CH:27][CH:28]=4)=[O:20])=[CH:14][CH:15]=3)[N:10]=2)[CH2:6][CH2:7]1)(=[O:31])[CH3:30]. The yield is 0.136. (5) The reactants are [C:1](/[N:3]=[C:4](\SC)/[N:5]([C:7]1[CH:12]=[C:11]([Cl:13])[CH:10]=[C:9]([Cl:14])[CH:8]=1)[CH3:6])#[N:2].[NH2:17][NH2:18]. The catalyst is C(O)C. The product is [Cl:13][C:11]1[CH:12]=[C:7]([N:5]([CH3:6])[C:4]2[N:3]=[C:1]([NH2:2])[NH:18][N:17]=2)[CH:8]=[C:9]([Cl:14])[CH:10]=1. The yield is 0.750. (6) The reactants are [Br:1][C:2]1[CH:7]=[CH:6][C:5]([CH2:8][NH2:9])=[C:4]([F:10])[CH:3]=1.CCN(CC)CC.[C:18]([C:20]1[CH:21]=[N:22][C:23](F)=[C:24]([CH:37]=1)[C:25]([NH:27][C@H:28]([C:30]1[CH:35]=[CH:34][C:33]([F:36])=[CH:32][CH:31]=1)[CH3:29])=[O:26])#[N:19]. The catalyst is C1COCC1. The product is [Br:1][C:2]1[CH:7]=[CH:6][C:5]([CH2:8][NH:9][C:23]2[N:22]=[CH:21][C:20]([C:18]#[N:19])=[CH:37][C:24]=2[C:25]([NH:27][C@H:28]([C:30]2[CH:31]=[CH:32][C:33]([F:36])=[CH:34][CH:35]=2)[CH3:29])=[O:26])=[C:4]([F:10])[CH:3]=1. The yield is 0.400. (7) The reactants are C([O:5][C:6](=[O:44])[C:7]([CH3:43])([O:9][C:10]1[CH:42]=[CH:41][C:13]([C:14]([O:16][CH2:17][C:18]2[N:19]=[N:20][N:21]([CH2:23][C:24]3[CH:29]=[CH:28][C:27]([C:30]([O:39][CH3:40])([C:35]([F:38])([F:37])[F:36])[C:31]([F:34])([F:33])[F:32])=[CH:26][CH:25]=3)[CH:22]=2)=[O:15])=[CH:12][CH:11]=1)[CH3:8])(C)(C)C.Cl. The catalyst is O1CCOCC1. The product is [F:37][C:35]([F:36])([F:38])[C:30]([C:27]1[CH:26]=[CH:25][C:24]([CH2:23][N:21]2[CH:22]=[C:18]([CH2:17][O:16][C:14]([C:13]3[CH:12]=[CH:11][C:10]([O:9][C:7]([CH3:8])([CH3:43])[C:6]([OH:44])=[O:5])=[CH:42][CH:41]=3)=[O:15])[N:19]=[N:20]2)=[CH:29][CH:28]=1)([O:39][CH3:40])[C:31]([F:34])([F:33])[F:32]. The yield is 0.850. (8) The reactants are CO[C:3](=[O:25])[C:4]1[CH:9]=[CH:8][C:7]([O:10][CH2:11][C:12]2[C:13]([C:18]3[CH:23]=[CH:22][C:21]([Cl:24])=[CH:20][CH:19]=3)=[N:14][O:15][C:16]=2[CH3:17])=[N:6][CH:5]=1.[NH2:26][CH:27]1[CH2:32][CH2:31][O:30][CH2:29][CH2:28]1. No catalyst specified. The product is [Cl:24][C:21]1[CH:22]=[CH:23][C:18]([C:13]2[C:12]([CH2:11][O:10][C:7]3[CH:8]=[CH:9][C:4]([C:3]([NH:26][CH:27]4[CH2:32][CH2:31][O:30][CH2:29][CH2:28]4)=[O:25])=[CH:5][N:6]=3)=[C:16]([CH3:17])[O:15][N:14]=2)=[CH:19][CH:20]=1. The yield is 0.770.